From a dataset of Full USPTO retrosynthesis dataset with 1.9M reactions from patents (1976-2016). Predict the reactants needed to synthesize the given product. Given the product [CH:21]1([O:12][N:3]2[C:4]([CH3:10])([CH3:9])[CH2:5][CH:6]([OH:8])[CH2:7][C:2]2([CH3:11])[CH3:1])[CH2:26][CH2:25][CH2:24][CH2:23][CH2:22]1, predict the reactants needed to synthesize it. The reactants are: [CH3:1][C:2]1([CH3:11])[CH2:7][CH:6]([OH:8])[CH2:5][C:4]([CH3:10])([CH3:9])[NH:3]1.[OH:12]O.[Cl-].[Na+].CS(O)(=O)=O.[CH2:21]1[CH2:26][CH2:25][CH2:24][CH2:23][CH2:22]1.